This data is from Catalyst prediction with 721,799 reactions and 888 catalyst types from USPTO. The task is: Predict which catalyst facilitates the given reaction. (1) Reactant: Br[CH2:2][CH2:3][N:4]1[C:8]([CH2:9]Br)=[CH:7][C:6]([N+:11]([O-:13])=[O:12])=[N:5]1.[CH2:14]([NH2:16])[CH3:15]. Product: [CH2:14]([N:16]1[CH2:2][CH2:3][N:4]2[N:5]=[C:6]([N+:11]([O-:13])=[O:12])[CH:7]=[C:8]2[CH2:9]1)[CH3:15]. The catalyst class is: 1. (2) Reactant: [CH3:1][C:2]1[CH:8]=[C:7]([C:9](F)([C:14]([F:17])([F:16])[F:15])[C:10]([F:13])([F:12])[F:11])[C:6]([CH2:19][CH2:20][CH3:21])=[CH:5][C:3]=1[NH2:4].[CH3:22][O-:23].[Na+]. Product: [CH3:22][O:23][C:9]([C:7]1[C:6]([CH2:19][CH2:20][CH3:21])=[CH:5][C:3]([NH2:4])=[C:2]([CH3:1])[CH:8]=1)([C:14]([F:16])([F:15])[F:17])[C:10]([F:12])([F:11])[F:13]. The catalyst class is: 5. (3) Reactant: [CH3:1][C:2]([C:4]1[CH:9]=[CH:8][C:7]([N+:10]([O-:12])=[O:11])=[CH:6][CH:5]=1)=[O:3].[BH4-].[Na+]. Product: [N+:10]([C:7]1[CH:6]=[CH:5][C:4]([CH:2]([OH:3])[CH3:1])=[CH:9][CH:8]=1)([O-:12])=[O:11]. The catalyst class is: 36. (4) Reactant: [CH3:1][O:2][C:3]1[N:4]=[C:5]2[C:10](=[CH:11][CH:12]=1)[N:9]=[CH:8][C:7]([C:13]([OH:15])=[O:14])=[CH:6]2.[O:16]1[C:21]2[CH:22]=[CH:23][C:24]([CH2:26][NH:27][C@H:28]3[CH2:33][CH2:32][C@H:31]([CH2:34]O)[CH2:30][CH2:29]3)=[CH:25][C:20]=2[O:19][CH2:18][CH2:17]1.Cl.CN(C)CCCN=C=NCC. Product: [O:16]1[C:21]2[CH:22]=[CH:23][C:24]([CH2:26][NH:27][C@H:28]3[CH2:33][CH2:32][C@H:31]([CH2:34][O:14][C:13]([C:7]4[CH:8]=[N:9][C:10]5[C:5]([CH:6]=4)=[N:4][C:3]([O:2][CH3:1])=[CH:12][CH:11]=5)=[O:15])[CH2:30][CH2:29]3)=[CH:25][C:20]=2[O:19][CH2:18][CH2:17]1. The catalyst class is: 546. (5) Reactant: [N+:1]([C:4]1[CH:17]=[CH:16][C:7]([C:8]([N:10]2[CH2:15][CH2:14][CH2:13][CH2:12][CH2:11]2)=O)=[CH:6][CH:5]=1)([O-:3])=[O:2].B.B.O1CCCC1. Product: [N+:1]([C:4]1[CH:17]=[CH:16][C:7]([CH2:8][N:10]2[CH2:15][CH2:14][CH2:13][CH2:12][CH2:11]2)=[CH:6][CH:5]=1)([O-:3])=[O:2]. The catalyst class is: 7. (6) Reactant: [Cl:1][C:2]1[CH:7]=[C:6]([S:8]([CH2:11][CH3:12])(=[O:10])=[O:9])[CH:5]=[CH:4][C:3]=1[SH:13].C(=O)([O-])[O-].[K+].[K+].F[C:21]1[CH:26]=[C:25]([Cl:27])[CH:24]=[CH:23][C:22]=1[N+:28]([O-:30])=[O:29].O. Product: [Cl:27][C:25]1[CH:26]=[CH:21][C:22]([N+:28]([O-:30])=[O:29])=[C:23]([S:13][C:3]2[CH:4]=[CH:5][C:6]([S:8]([CH2:11][CH3:12])(=[O:10])=[O:9])=[CH:7][C:2]=2[Cl:1])[CH:24]=1. The catalyst class is: 3. (7) Reactant: [Cl:1][C:2]1[CH:7]=[C:6]([O:8][C:9]2[CH:14]=[CH:13][C:12]([N:15]=[C:16]=[O:17])=[CH:11][CH:10]=2)[N:5]=[CH:4][N:3]=1.[CH3:18][N:19]([CH2:21][C:22]1[CH:23]=[C:24]([NH2:32])[CH:25]=[C:26]([C:28]([F:31])([F:30])[F:29])[CH:27]=1)[CH3:20]. Product: [Cl:1][C:2]1[N:3]=[CH:4][N:5]=[C:6]([O:8][C:9]2[CH:10]=[CH:11][C:12]([NH:15][C:16]([NH:32][C:24]3[CH:25]=[C:26]([C:28]([F:29])([F:30])[F:31])[CH:27]=[C:22]([CH2:21][N:19]([CH3:20])[CH3:18])[CH:23]=3)=[O:17])=[CH:13][CH:14]=2)[CH:7]=1. The catalyst class is: 116.